From a dataset of Full USPTO retrosynthesis dataset with 1.9M reactions from patents (1976-2016). Predict the reactants needed to synthesize the given product. (1) Given the product [NH:19]1[CH:20]=[C:16]([C:8]23[CH2:7][C:6]4[CH:5]=[CH:4][C:3]([OH:2])=[CH:15][C:14]=4[CH:13]2[CH2:12][CH2:11][CH2:10][CH2:9]3)[N:17]=[CH:18]1, predict the reactants needed to synthesize it. The reactants are: C[O:2][C:3]1[CH:4]=[CH:5][C:6]2[CH2:7][C:8]3([C:16]4[N:17]=[CH:18][NH:19][CH:20]=4)[CH:13]([C:14]=2[CH:15]=1)[CH2:12][CH2:11][CH2:10][CH2:9]3.Br.N. (2) Given the product [Cl:1][C:2]1[CH:3]=[C:4]2[C:9](=[CH:10][C:11]=1[C:12]([N:14]1[CH2:15][CH2:16][CH2:17][CH2:18]1)=[O:13])[N:8]=[CH:7][N:6]=[C:5]2[NH:19][CH:20]([C:26]1[NH:30][C:29]2[CH:38]=[CH:39][C:40]([Cl:42])=[CH:41][C:28]=2[N:27]=1)[CH2:21][CH2:22][C:23]([NH:49][CH2:48][CH2:47][CH2:46][N:44]([CH3:45])[CH3:43])=[O:25], predict the reactants needed to synthesize it. The reactants are: [Cl:1][C:2]1[CH:3]=[C:4]2[C:9](=[CH:10][C:11]=1[C:12]([N:14]1[CH2:18][CH2:17][CH2:16][CH2:15]1)=[O:13])[N:8]=[CH:7][N:6]=[C:5]2[NH:19][CH:20]([C:26]1[N:30](C(OC(C)(C)C)=O)[C:29]2[CH:38]=[CH:39][C:40]([Cl:42])=[CH:41][C:28]=2[N:27]=1)[CH2:21][CH2:22][C:23]([OH:25])=O.[CH3:43][N:44]([CH2:46][CH2:47][CH2:48][NH2:49])[CH3:45].CN(C(ON1N=NC2C=CC=CC1=2)=[N+](C)C)C.[B-](F)(F)(F)F.FC(F)(F)C(O)=O. (3) Given the product [CH3:1][O:2][C:3](=[O:33])[C:4]1[CH:9]=[CH:8][C:7]([CH2:10][N:11]2[CH:15]=[C:14]([C:16]3[CH:21]=[CH:20][C:19]([Cl:22])=[CH:18][C:17]=3[Cl:23])[N:13]=[C:12]2/[CH:24]=[CH:25]/[C:26]2[CH:31]=[CH:30][C:29]([C:36]3[CH:37]=[C:38]([C:41]([F:43])([F:44])[F:42])[CH:39]=[CH:40][C:35]=3[F:34])=[CH:28][CH:27]=2)=[CH:6][CH:5]=1, predict the reactants needed to synthesize it. The reactants are: [CH3:1][O:2][C:3](=[O:33])[C:4]1[CH:9]=[CH:8][C:7]([CH2:10][N:11]2[CH:15]=[C:14]([C:16]3[CH:21]=[CH:20][C:19]([Cl:22])=[CH:18][C:17]=3[Cl:23])[N:13]=[C:12]2/[CH:24]=[CH:25]/[C:26]2[CH:31]=[CH:30][C:29](Br)=[CH:28][CH:27]=2)=[CH:6][CH:5]=1.[F:34][C:35]1[CH:40]=[CH:39][C:38]([C:41]([F:44])([F:43])[F:42])=[CH:37][C:36]=1B(O)O. (4) Given the product [F:23][C:2]1([F:1])[C:3]([C:16]2[C:17]([F:22])=[N:18][CH:19]=[CH:20][CH:21]=2)=[N:4][CH2:5][C:6]1=[CH2:7], predict the reactants needed to synthesize it. The reactants are: [F:1][C:2]1([F:23])[C:6](=[CH2:7])[CH2:5][N:4](C(OC(C)(C)C)=O)[C:3]1([C:16]1[C:17]([F:22])=[N:18][CH:19]=[CH:20][CH:21]=1)O.Cl.